This data is from Forward reaction prediction with 1.9M reactions from USPTO patents (1976-2016). The task is: Predict the product of the given reaction. (1) Given the reactants C(NC(C)C)(C)C.C([Li])CCC.[CH2:13]([O:15][C:16]1[N:21]=[C:20]([O:22][CH2:23][CH3:24])[CH:19]=[C:18]([O:25][CH2:26][CH3:27])[N:17]=1)[CH3:14].[CH:28](OC(C)C)=[O:29], predict the reaction product. The product is: [CH2:13]([O:15][C:16]1[N:17]=[C:18]([O:25][CH2:26][CH3:27])[C:19]([CH:28]=[O:29])=[C:20]([O:22][CH2:23][CH3:24])[N:21]=1)[CH3:14]. (2) Given the reactants [Br:1][C:2]1[CH:10]=[C:9]2[C:5]([CH2:6][C:7](=[O:11])[NH:8]2)=[CH:4][C:3]=1[C:12]([OH:14])=O.CN.Cl.[CH3:18][N:19](C)CCCN=C=NCC.CN(C1C=CC=CN=1)C.Cl, predict the reaction product. The product is: [CH3:18][NH:19][C:12]([C:3]1[CH:4]=[C:5]2[C:9](=[CH:10][C:2]=1[Br:1])[NH:8][C:7](=[O:11])[CH2:6]2)=[O:14]. (3) Given the reactants O1CCCC1.[NH3:6].Cl[C:8]1[C:9]2[C:16]([I:17])=[CH:15][N:14]([C@H:18]3[CH2:22][CH2:21][N:20]([C:23]([O:25][C:26]([CH3:29])([CH3:28])[CH3:27])=[O:24])[CH2:19]3)[C:10]=2[N:11]=[CH:12][N:13]=1.C(Cl)(Cl)Cl, predict the reaction product. The product is: [NH2:6][C:8]1[C:9]2[C:16]([I:17])=[CH:15][N:14]([C@H:18]3[CH2:22][CH2:21][N:20]([C:23]([O:25][C:26]([CH3:29])([CH3:28])[CH3:27])=[O:24])[CH2:19]3)[C:10]=2[N:11]=[CH:12][N:13]=1. (4) Given the reactants [N+:1]([O-:4])(O)=[O:2].S(=O)(=O)(O)O.[F:10][C:11]1[CH:19]=[CH:18][C:14]([C:15]([OH:17])=[O:16])=[C:13]([CH3:20])[CH:12]=1, predict the reaction product. The product is: [F:10][C:11]1[C:19]([N+:1]([O-:4])=[O:2])=[CH:18][C:14]([C:15]([OH:17])=[O:16])=[C:13]([CH3:20])[CH:12]=1. (5) Given the reactants [Br:1][C:2]1[CH:3]=[N:4][CH:5]=[CH:6][C:7]=1[NH2:8].[C:9](Cl)(Cl)=[S:10], predict the reaction product. The product is: [Br:1][C:2]1[CH:3]=[N:4][CH:5]=[CH:6][C:7]=1[N:8]=[C:9]=[S:10]. (6) The product is: [Cl:8][C:5]1[CH:4]=[C:3]2[C:2](=[CH:7][CH:6]=1)[N:1]([CH2:27][C:28]1[N:32]3[N:33]=[C:34]([Cl:37])[CH:35]=[CH:36][C:31]3=[N:30][C:29]=1[C:38]([F:41])([F:39])[F:40])[C:10](=[O:12])[CH2:9]2. Given the reactants [NH2:1][C:2]1[CH:7]=[CH:6][C:5]([Cl:8])=[CH:4][C:3]=1[CH2:9][C:10]([O-:12])=O.[NH2:1][C:2]1[CH:7]=[CH:6][C:5]([Cl:8])=[CH:4][C:3]=1[CH2:9][C:10]([O-:12])=O.[Ba+2].Br[CH2:27][C:28]1[N:32]2[N:33]=[C:34]([Cl:37])[CH:35]=[CH:36][C:31]2=[N:30][C:29]=1[C:38]([F:41])([F:40])[F:39], predict the reaction product.